Dataset: Reaction yield outcomes from USPTO patents with 853,638 reactions. Task: Predict the reaction yield, written as a fraction of the theoretical maximum amount of product (1.0 means a 100% yield; for example, 0.34 means a 34% yield). (1) The reactants are [Cl:1][C:2]1[CH:3]=[C:4]([NH:10][C:11]2[CH:15]=[C:14]([CH3:16])[NH:13][N:12]=2)[C:5](=[O:9])[N:6]([CH3:8])[N:7]=1.[H-].[Na+].I[CH3:20]. The catalyst is CN(C=O)C. The product is [Cl:1][C:2]1[CH:3]=[C:4]([NH:10][C:11]2[CH:15]=[C:14]([CH3:16])[N:13]([CH3:20])[N:12]=2)[C:5](=[O:9])[N:6]([CH3:8])[N:7]=1. The yield is 0.240. (2) The catalyst is CN(C=O)C. The yield is 0.410. The reactants are [CH2:1]([OH:4])[CH2:2][OH:3].[H-].[Na+].Cl[C:8]1[N:13]=[CH:12][C:11]([C:14]([OH:16])=[O:15])=[CH:10][C:9]=1[C:17]1[CH:22]=[CH:21][C:20]([Cl:23])=[CH:19][CH:18]=1.O. The product is [Cl:23][C:20]1[CH:19]=[CH:18][C:17]([C:9]2[C:8]([O:3][CH2:2][CH2:1][OH:4])=[N:13][CH:12]=[C:11]([CH:10]=2)[C:14]([OH:16])=[O:15])=[CH:22][CH:21]=1. (3) The product is [S:14]1(=[O:16])(=[O:15])[N:1]2[CH2:5][CH2:4][CH2:3][C@H:2]2[CH2:6][O:7]1. The reactants are [NH:1]1[CH2:5][CH2:4][CH2:3][C@H:2]1[CH2:6][OH:7].N1C=CC=CC=1.[S:14](Cl)(Cl)(=[O:16])=[O:15].Cl.N1C=CC=CC=1. The catalyst is ClCCl.C(=O)=O.CC(C)=O. The yield is 0.727. (4) The catalyst is O1CCCC1.[Cu]I.O.CN1CCCC1=O. The yield is 0.770. The product is [F:17][C:18]([F:20])([F:19])[C:4]1[N:11]=[CH:10][CH:9]=[CH:8][C:5]=1[C:6]#[N:7]. The reactants are [F-].[K+].I[C:4]1[N:11]=[CH:10][CH:9]=[CH:8][C:5]=1[C:6]#[N:7].CN(C)C=O.[F:17][C:18]([Si](C)(C)C)([F:20])[F:19]. (5) The reactants are [F:1][C:2]([F:20])([F:19])[CH:3]([C:5]1[CH:10]=[CH:9][CH:8]=[CH:7][C:6]=1[C:11]1[CH:12]=[CH:13][C:14]([C:17]#[N:18])=[N:15][CH:16]=1)[OH:4].[NH2:21][C:22]1[N:27]=[C:26]([C:28]2[CH:33]=[CH:32][C:31]([CH2:34][C@H:35]([NH:39][C:40]([O:42][C:43]([CH3:46])([CH3:45])[CH3:44])=[O:41])[C:36]([OH:38])=[O:37])=[CH:30][CH:29]=2)[CH:25]=[C:24](Cl)[N:23]=1.C(=O)([O-])[O-].[Cs+].[Cs+].Cl. The catalyst is O.O1CCOCC1. The product is [NH2:21][C:22]1[N:27]=[C:26]([C:28]2[CH:33]=[CH:32][C:31]([CH2:34][C@H:35]([NH:39][C:40]([O:42][C:43]([CH3:46])([CH3:45])[CH3:44])=[O:41])[C:36]([OH:38])=[O:37])=[CH:30][CH:29]=2)[CH:25]=[C:24]([O:4][CH:3]([C:5]2[CH:10]=[CH:9][CH:8]=[CH:7][C:6]=2[C:11]2[CH:16]=[N:15][C:14]([C:17]#[N:18])=[CH:13][CH:12]=2)[C:2]([F:1])([F:19])[F:20])[N:23]=1. The yield is 0.840. (6) The reactants are [Br:1][C:2]1[C:3](=[O:30])[N:4]([C:19]2[CH:24]=[C:23]([C:25](=O)[C:26]#[CH:27])[CH:22]=[CH:21][C:20]=2[CH3:29])[C:5]([CH3:18])=[N:6][C:7]=1[O:8][CH2:9][C:10]1[CH:15]=[CH:14][C:13]([F:16])=[CH:12][C:11]=1[F:17].Cl.[OH:32][C:33]([CH3:38])([CH3:37])[C:34]([NH2:36])=[NH:35].C(=O)([O-])[O-].[K+].[K+]. The product is [Br:1][C:2]1[C:3](=[O:30])[N:4]([C:19]2[CH:24]=[C:23]([C:25]3[CH:26]=[CH:27][N:36]=[C:34]([C:33]([OH:32])([CH3:38])[CH3:37])[N:35]=3)[CH:22]=[CH:21][C:20]=2[CH3:29])[C:5]([CH3:18])=[N:6][C:7]=1[O:8][CH2:9][C:10]1[CH:15]=[CH:14][C:13]([F:16])=[CH:12][C:11]=1[F:17]. The yield is 0.610. The catalyst is C(#N)C. (7) The reactants are [Cl:1][C:2]1[CH:7]=[CH:6][CH:5]=[C:4]([Cl:8])[C:3]=1[S:9](Cl)(=[O:11])=[O:10].[NH3:13].Cl. The catalyst is N1C=CC=CC=1. The product is [Cl:1][C:2]1[CH:7]=[CH:6][CH:5]=[C:4]([Cl:8])[C:3]=1[S:9]([NH2:13])(=[O:11])=[O:10]. The yield is 0.900. (8) The reactants are C(O[C:4]([N:6]=[C:7]=[S:8])=[O:5])C.[CH3:9][O:10][C:11]([CH3:23])([CH3:22])[CH2:12][NH:13][C:14]1[N:15]=[CH:16][NH:17][C:18]=1C(N)=O. The catalyst is C(Cl)Cl. The product is [CH3:9][O:10][C:11]([CH3:23])([CH3:22])[CH2:12][N:13]1[C:14]2[N:15]=[CH:16][NH:17][C:18]=2[C:4](=[O:5])[NH:6][C:7]1=[S:8]. The yield is 0.320.